The task is: Predict the reaction yield, written as a fraction of the theoretical maximum amount of product (1.0 means a 100% yield; for example, 0.34 means a 34% yield).. This data is from Reaction yield outcomes from USPTO patents with 853,638 reactions. (1) The reactants are [CH2:1]([NH:4][CH2:5][CH2:6][CH3:7])[CH2:2][CH3:3].CCN=C=NCCCN(C)C.C(N(C(C)C)CC)(C)C.[Br:28][C:29]1[CH:30]=[CH:31][C:32]2=[C:33]([CH:50]=1)[N:34]=[C:35]([NH:42][C:43]([O:45][C:46]([CH3:49])([CH3:48])[CH3:47])=[O:44])[CH2:36][C:37]([C:39](O)=[O:40])=[CH:38]2.C1C=CC2N(O)N=NC=2C=1. The catalyst is C(Cl)Cl.CCOCC. The product is [Br:28][C:29]1[CH:30]=[CH:31][C:32]2=[C:33]([CH:50]=1)[N:34]=[C:35]([NH:42][C:43](=[O:44])[O:45][C:46]([CH3:47])([CH3:49])[CH3:48])[CH2:36][C:37]([C:39](=[O:40])[N:4]([CH2:5][CH2:6][CH3:7])[CH2:1][CH2:2][CH3:3])=[CH:38]2. The yield is 0.760. (2) The product is [O:1]([C:8]1[CH:9]=[C:10]2[C:15](=[CH:16][CH:17]=1)[O:14][CH:13]([C:18]1[CH:23]=[CH:22][CH:21]=[CH:20][CH:19]=1)[CH2:12]/[C:11]/2=[N:31]/[C:30]#[N:29])[C:2]1[CH:7]=[CH:6][CH:5]=[CH:4][CH:3]=1. The catalyst is C(Cl)Cl.Cl[Ti](Cl)(Cl)Cl. The reactants are [O:1]([C:8]1[CH:9]=[C:10]2[C:15](=[CH:16][CH:17]=1)[O:14][CH:13]([C:18]1[CH:23]=[CH:22][CH:21]=[CH:20][CH:19]=1)[CH2:12][C:11]2=O)[C:2]1[CH:7]=[CH:6][CH:5]=[CH:4][CH:3]=1.C[Si]([N:29]=[C:30]=[N:31][Si](C)(C)C)(C)C. The yield is 0.900. (3) The reactants are [CH3:1][O:2][C:3]1[CH:4]=[CH:5][C:6]2[C:10]([NH:11][C:12]3[CH:17]=[CH:16][C:15](/[CH:18]=[CH:19]/[C:20]([O:22][CH2:23][CH3:24])=[O:21])=[CH:14][CH:13]=3)=[C:9]([C:25]3[CH:30]=[CH:29][C:28]([O:31][CH3:32])=[CH:27][CH:26]=3)[S:8][C:7]=2[CH:33]=1.[H-].[Na+].[CH3:36]I. The catalyst is CN(C=O)C. The product is [CH3:1][O:2][C:3]1[CH:4]=[CH:5][C:6]2[C:10]([N:11]([CH3:36])[C:12]3[CH:17]=[CH:16][C:15](/[CH:18]=[CH:19]/[C:20]([O:22][CH2:23][CH3:24])=[O:21])=[CH:14][CH:13]=3)=[C:9]([C:25]3[CH:26]=[CH:27][C:28]([O:31][CH3:32])=[CH:29][CH:30]=3)[S:8][C:7]=2[CH:33]=1. The yield is 0.360. (4) The reactants are O.C1(C)C=CC(S(O)(=O)=O)=CC=1.[CH:13]1([C:16]2[CH:21]=[CH:20][C:19]([C:22]([C:24]3[CH:29]=[CH:28][N:27]=[CH:26][C:25]=3[O:30]COCC[Si](C)(C)C)=[O:23])=[CH:18][CH:17]=2)[CH2:15][CH2:14]1.C(=O)([O-])O.[Na+]. The catalyst is C1COCC1. The product is [CH:13]1([C:16]2[CH:17]=[CH:18][C:19]([C:22]([C:24]3[CH:29]=[CH:28][N:27]=[CH:26][C:25]=3[OH:30])=[O:23])=[CH:20][CH:21]=2)[CH2:14][CH2:15]1. The yield is 0.870. (5) The reactants are C([O:8][N:9]([CH:20]=[O:21])[CH2:10][C:11]([NH:13][CH:14]1[CH2:19][CH2:18][CH2:17][CH2:16][CH2:15]1)=[O:12])C1C=CC=CC=1. The catalyst is CCO.[Pd]. The product is [CH:14]1([NH:13][C:11](=[O:12])[CH2:10][N:9]([CH:20]=[O:21])[OH:8])[CH2:15][CH2:16][CH2:17][CH2:18][CH2:19]1. The yield is 0.960. (6) The reactants are [CH3:1][C:2]1([CH3:21])[C:11]2[C:6](=[CH:7][CH:8]=[C:9](OS(C(F)(F)F)(=O)=O)[CH:10]=2)[C:5](=[O:20])[CH2:4][CH2:3]1.[CH3:22][Si:23](C#C)([CH3:25])[CH3:24].[CH2:28](N(CC)CC)[CH3:29]. The catalyst is O1CCCC1.C(OCC)C.[Cu]I.Cl[Pd](Cl)([P](C1C=CC=CC=1)(C1C=CC=CC=1)C1C=CC=CC=1)[P](C1C=CC=CC=1)(C1C=CC=CC=1)C1C=CC=CC=1. The product is [CH3:1][C:2]1([CH3:21])[C:11]2[C:6](=[CH:7][CH:8]=[C:9]([Si:23]([CH3:25])([CH3:24])[CH3:22])[CH:10]=2)[C:5](=[O:20])[CH:4]([C:28]#[CH:29])[CH2:3]1. The yield is 0.720. (7) The product is [C:1]([O:5][C:6]([N:8]1[CH2:12][CH2:11][CH2:10][CH:9]1[C:13]1[NH:14][C:15]([C:18]2[CH:23]=[CH:22][C:21]([C:24]3[CH:29]=[CH:28][C:27]([B:33]4[O:37][C:36]([CH3:39])([CH3:38])[C:35]([CH3:41])([CH3:40])[O:34]4)=[CH:26][C:25]=3[C:31]#[N:32])=[CH:20][CH:19]=2)=[CH:16][N:17]=1)=[O:7])([CH3:4])([CH3:3])[CH3:2]. The reactants are [C:1]([O:5][C:6]([N:8]1[CH2:12][CH2:11][CH2:10][CH:9]1[C:13]1[NH:14][C:15]([C:18]2[CH:23]=[CH:22][C:21]([C:24]3[CH:29]=[CH:28][C:27](Cl)=[CH:26][C:25]=3[C:31]#[N:32])=[CH:20][CH:19]=2)=[CH:16][N:17]=1)=[O:7])([CH3:4])([CH3:3])[CH3:2].[B:33]1([B:33]2[O:37][C:36]([CH3:39])([CH3:38])[C:35]([CH3:41])([CH3:40])[O:34]2)[O:37][C:36]([CH3:39])([CH3:38])[C:35]([CH3:41])([CH3:40])[O:34]1.CC(C1C=C(C(C)C)C(C2C=CC=CC=2P(C2CCCCC2)C2CCCCC2)=C(C(C)C)C=1)C.C([O-])(=O)C.[K+]. The catalyst is O1CCOCC1.C1C=CC(/C=C/C(/C=C/C2C=CC=CC=2)=O)=CC=1.C1C=CC(/C=C/C(/C=C/C2C=CC=CC=2)=O)=CC=1.C1C=CC(/C=C/C(/C=C/C2C=CC=CC=2)=O)=CC=1.[Pd].[Pd]. The yield is 0.780.